Dataset: Full USPTO retrosynthesis dataset with 1.9M reactions from patents (1976-2016). Task: Predict the reactants needed to synthesize the given product. Given the product [ClH:26].[N:1]1([S:10]([C:13]2[CH:22]=[C:21]3[C:16]([CH2:17][CH2:18][NH:19][CH2:20]3)=[CH:15][CH:14]=2)(=[O:11])=[O:12])[C:9]2[C:4](=[CH:5][CH:6]=[CH:7][CH:8]=2)[CH:3]=[CH:2]1, predict the reactants needed to synthesize it. The reactants are: [N:1]1([S:10]([C:13]2[CH:22]=[C:21]3[C:16]([CH2:17][CH2:18][N:19](C(=O)C)[CH2:20]3)=[CH:15][CH:14]=2)(=[O:12])=[O:11])[C:9]2[C:4](=[CH:5][CH:6]=[CH:7][CH:8]=2)[CH:3]=[CH:2]1.[ClH:26].